Dataset: Forward reaction prediction with 1.9M reactions from USPTO patents (1976-2016). Task: Predict the product of the given reaction. (1) Given the reactants F[C:2](F)(F)[C:3](O)=[O:4].[NH:8]1[CH2:13][CH2:12][CH:11]([CH2:14][NH:15][C:16]([N:18]2[CH2:22][CH:21]([CH2:23][C:24]([CH3:27])([CH3:26])[CH3:25])[C:20]3([C:35]4[C:30](=[CH:31][C:32]([Cl:36])=[CH:33][CH:34]=4)[NH:29][C:28]3=[O:37])[CH:19]2[C:38]2[CH:43]=[CH:42][CH:41]=[C:40]([Cl:44])[C:39]=2[F:45])=[O:17])[CH2:10][CH2:9]1.C(N(CC)CC)C.C(Cl)(=O)C, predict the reaction product. The product is: [C:3]([N:8]1[CH2:13][CH2:12][CH:11]([CH2:14][NH:15][C:16]([N:18]2[CH2:22][CH:21]([CH2:23][C:24]([CH3:27])([CH3:26])[CH3:25])[C:20]3([C:35]4[C:30](=[CH:31][C:32]([Cl:36])=[CH:33][CH:34]=4)[NH:29][C:28]3=[O:37])[CH:19]2[C:38]2[CH:43]=[CH:42][CH:41]=[C:40]([Cl:44])[C:39]=2[F:45])=[O:17])[CH2:10][CH2:9]1)(=[O:4])[CH3:2]. (2) Given the reactants COC1C=CC(C[N:8]2[CH:16]=[N:15][C:14]3[C:9]2=[N:10][CH:11]=[N:12][C:13]=3[C:17]2[C:18]([NH:23][C:24]3[C:25]([CH3:43])=[CH:26][CH:27]=[C:28]4[C:33]=3[N:32]=[CH:31][N:30]=[C:29]4[NH:34][C:35]3[CH:42]=[CH:41][C:38]([C:39]#[N:40])=[CH:37][CH:36]=3)=[N:19][CH:20]=[CH:21][CH:22]=2)=CC=1, predict the reaction product. The product is: [N:12]1[C:13]([C:17]2[C:18]([NH:23][C:24]3[C:25]([CH3:43])=[CH:26][CH:27]=[C:28]4[C:33]=3[N:32]=[CH:31][N:30]=[C:29]4[NH:34][C:35]3[CH:36]=[CH:37][C:38]([C:39]#[N:40])=[CH:41][CH:42]=3)=[N:19][CH:20]=[CH:21][CH:22]=2)=[C:14]2[C:9]([NH:8][CH:16]=[N:15]2)=[N:10][CH:11]=1. (3) Given the reactants N[C:2]1[CH:3]=[C:4]([NH:17][C:18](=[O:20])[CH3:19])[CH:5]=[CH:6][C:7]=1[C:8]([CH3:16])([CH3:15])[CH2:9][O:10][CH2:11][CH2:12][O:13][CH3:14].N([O-])=[O:22].[Na+], predict the reaction product. The product is: [OH:22][C:2]1[CH:3]=[C:4]([NH:17][C:18](=[O:20])[CH3:19])[CH:5]=[CH:6][C:7]=1[C:8]([CH3:16])([CH3:15])[CH2:9][O:10][CH2:11][CH2:12][O:13][CH3:14]. (4) Given the reactants C(#N)C.O.[C:5]1([CH3:15])[CH:10]=[CH:9][C:8]([S:11]([OH:14])(=[O:13])=[O:12])=[CH:7][CH:6]=1, predict the reaction product. The product is: [C:5]1([CH3:15])[CH:6]=[CH:7][C:8]([S:11]([OH:14])(=[O:12])=[O:13])=[CH:9][CH:10]=1.